From a dataset of Merck oncology drug combination screen with 23,052 pairs across 39 cell lines. Regression. Given two drug SMILES strings and cell line genomic features, predict the synergy score measuring deviation from expected non-interaction effect. (1) Drug 2: Cn1nnc2c(C(N)=O)ncn2c1=O. Drug 1: COC12C(COC(N)=O)C3=C(C(=O)C(C)=C(N)C3=O)N1CC1NC12. Cell line: EFM192B. Synergy scores: synergy=8.16. (2) Drug 1: CCC1=CC2CN(C1)Cc1c([nH]c3ccccc13)C(C(=O)OC)(c1cc3c(cc1OC)N(C)C1C(O)(C(=O)OC)C(OC(C)=O)C4(CC)C=CCN5CCC31C54)C2. Drug 2: CC1(c2nc3c(C(N)=O)cccc3[nH]2)CCCN1. Cell line: OVCAR3. Synergy scores: synergy=-15.3. (3) Drug 2: CCc1c2c(nc3ccc(O)cc13)-c1cc3c(c(=O)n1C2)COC(=O)C3(O)CC. Synergy scores: synergy=0.458. Drug 1: CN1C(=O)C=CC2(C)C3CCC4(C)C(NC(=O)OCC(F)(F)F)CCC4C3CCC12. Cell line: SKOV3. (4) Drug 1: CCN(CC)CCNC(=O)c1c(C)[nH]c(C=C2C(=O)Nc3ccc(F)cc32)c1C. Drug 2: NC1(c2ccc(-c3nc4ccn5c(=O)[nH]nc5c4cc3-c3ccccc3)cc2)CCC1. Cell line: NCIH520. Synergy scores: synergy=15.8. (5) Drug 1: Nc1ccn(C2OC(CO)C(O)C2(F)F)c(=O)n1. Drug 2: C=CCn1c(=O)c2cnc(Nc3ccc(N4CCN(C)CC4)cc3)nc2n1-c1cccc(C(C)(C)O)n1. Cell line: NCIH23. Synergy scores: synergy=6.74. (6) Drug 1: O=S1(=O)NC2(CN1CC(F)(F)F)C1CCC2Cc2cc(C=CCN3CCC(C(F)(F)F)CC3)ccc2C1. Drug 2: CN(Cc1cnc2nc(N)nc(N)c2n1)c1ccc(C(=O)NC(CCC(=O)O)C(=O)O)cc1. Cell line: KPL1. Synergy scores: synergy=-10.6.